Dataset: Reaction yield outcomes from USPTO patents with 853,638 reactions. Task: Predict the reaction yield, written as a fraction of the theoretical maximum amount of product (1.0 means a 100% yield; for example, 0.34 means a 34% yield). The yield is 0.873. The reactants are [H-].[Na+].C(OP([CH2:11][C:12]([O:14][CH2:15][CH3:16])=[O:13])(OCC)=O)C.[CH2:17]([N:24]1[CH2:29][CH2:28][C:27](=O)[CH2:26][CH2:25]1)[C:18]1[CH:23]=[CH:22][CH:21]=[CH:20][CH:19]=1. The product is [CH2:17]([N:24]1[CH2:29][CH2:28][C:27](=[CH:11][C:12]([O:14][CH2:15][CH3:16])=[O:13])[CH2:26][CH2:25]1)[C:18]1[CH:23]=[CH:22][CH:21]=[CH:20][CH:19]=1. The catalyst is C1COCC1.